This data is from Full USPTO retrosynthesis dataset with 1.9M reactions from patents (1976-2016). The task is: Predict the reactants needed to synthesize the given product. (1) The reactants are: Br[C:2]1[C:7]([CH3:8])=[CH:6][C:5]([O:9][CH2:10][CH2:11][C@H:12]([CH:14]2[CH2:19][CH2:18][N:17]([C:20]3[O:24][N:23]=[C:22]([CH:25]([CH3:27])[CH3:26])[N:21]=3)[CH2:16][CH2:15]2)[CH3:13])=[CH:4][N:3]=1.[C:28]([O:32][C:33](=[O:48])[NH:34][C@@H:35]1[C@@H:39]([C:40]2[CH:45]=[C:44]([F:46])[CH:43]=[CH:42][C:41]=2[F:47])[CH2:38][NH:37][CH2:36]1)([CH3:31])([CH3:30])[CH3:29]. Given the product [C:28]([O:32][C:33](=[O:48])[NH:34][C@@H:35]1[C@@H:39]([C:40]2[CH:45]=[C:44]([F:46])[CH:43]=[CH:42][C:41]=2[F:47])[CH2:38][N:37]([C:2]2[C:7]([CH3:8])=[CH:6][C:5]([O:9][CH2:10][CH2:11][C@H:12]([CH:14]3[CH2:19][CH2:18][N:17]([C:20]4[O:24][N:23]=[C:22]([CH:25]([CH3:27])[CH3:26])[N:21]=4)[CH2:16][CH2:15]3)[CH3:13])=[CH:4][N:3]=2)[CH2:36]1)([CH3:31])([CH3:29])[CH3:30], predict the reactants needed to synthesize it. (2) Given the product [F:28][C:2]([F:1])([F:27])[C@H:3]1[CH2:4][CH2:5][C@H:6]([NH:9][C:10]([C:11]2[CH:16]=[C:15]3[N:17]=[C:46]([NH:45][C:39]4[C:40]([Cl:44])=[C:41]([F:43])[CH:42]=[C:37]([CH2:36][NH:35][C:34]([O:33][C:29]([CH3:31])([CH3:30])[CH3:32])=[O:49])[C:38]=4[Cl:48])[NH:18][C:14]3=[N:13][C:12]=2[N:19]2[CH2:24][CH2:23][CH:22]([F:25])[CH2:21][CH2:20]2)=[O:26])[CH2:7][CH2:8]1, predict the reactants needed to synthesize it. The reactants are: [F:1][C:2]([F:28])([F:27])[C@H:3]1[CH2:8][CH2:7][C@H:6]([NH:9][C:10](=[O:26])[C:11]2[CH:16]=[C:15]([NH2:17])[C:14]([NH2:18])=[N:13][C:12]=2[N:19]2[CH2:24][CH2:23][CH:22]([F:25])[CH2:21][CH2:20]2)[CH2:5][CH2:4]1.[C:29]([O:33][C:34](=[O:49])[NH:35][CH2:36][C:37]1[CH:42]=[C:41]([F:43])[C:40]([Cl:44])=[C:39]([N:45]=[C:46]=S)[C:38]=1[Cl:48])([CH3:32])([CH3:31])[CH3:30].CC(C)N=C=NC(C)C. (3) The reactants are: [NH2:1][C:2]1[C:10]([N+:11]([O-:13])=[O:12])=[CH:9][C:5]([C:6](O)=[O:7])=[CH:4][N:3]=1.S(Cl)([Cl:16])=O. Given the product [NH2:1][C:2]1[C:10]([N+:11]([O-:13])=[O:12])=[CH:9][C:5]([C:6]([Cl:16])=[O:7])=[CH:4][N:3]=1, predict the reactants needed to synthesize it. (4) Given the product [F:25][C:19]1[CH:18]=[C:17]([CH2:10][C:11]2[CH:12]=[N:13][CH:14]=[CH:15][CH:16]=2)[CH:22]=[CH:21][C:20]=1[C:23]#[N:24], predict the reactants needed to synthesize it. The reactants are: C1(OC(=S)O[CH:10]([C:17]2[CH:22]=[CH:21][C:20]([C:23]#[N:24])=[C:19]([F:25])[CH:18]=2)[C:11]2[CH:12]=[N:13][CH:14]=[CH:15][CH:16]=2)C=CC=CC=1.CC(N=NC(C#N)(C)C)(C#N)C.C([SnH](CCCC)CCCC)CCC. (5) Given the product [Cl:1][C:2]1[N:3]([CH2:13][C:11]([OH:12])([CH3:10])[CH2:14][N:15]2[N:19]=[C:18]([C:20]3[CH:21]=[CH:22][C:23]([O:26][C:27]([F:30])([F:28])[F:29])=[CH:24][CH:25]=3)[O:17][C:16]2=[O:31])[CH:4]=[C:5]([N+:7]([O-:9])=[O:8])[N:6]=1, predict the reactants needed to synthesize it. The reactants are: [Cl:1][C:2]1[NH:3][CH:4]=[C:5]([N+:7]([O-:9])=[O:8])[N:6]=1.[CH3:10][C:11]1([CH2:14][N:15]2[N:19]=[C:18]([C:20]3[CH:25]=[CH:24][C:23]([O:26][C:27]([F:30])([F:29])[F:28])=[CH:22][CH:21]=3)[O:17][C:16]2=[O:31])[CH2:13][O:12]1.C(=O)([O-])O.[Na+].O. (6) Given the product [CH3:2][N:3]1[C:7]2[CH:8]=[C:9]([CH2:12][C:13]([OH:15])=[O:14])[CH:10]=[CH:11][C:6]=2[O:5][C:4]1=[O:17], predict the reactants needed to synthesize it. The reactants are: Cl.[CH3:2][N:3]1[C:7]2[CH:8]=[C:9]([CH2:12][C:13]([O:15]C)=[O:14])[CH:10]=[CH:11][C:6]=2[O:5][C:4]1=[O:17]. (7) Given the product [C:1]([O:5][C:6]([N:8]1[CH2:13][CH2:12][N:11]([CH:14]([C:17]2[CH:22]=[CH:21][CH:20]=[C:19]([C:23]([F:25])([F:26])[F:24])[CH:18]=2)[CH2:15][O:16][CH3:30])[CH2:10][CH2:9]1)=[O:7])([CH3:4])([CH3:2])[CH3:3], predict the reactants needed to synthesize it. The reactants are: [C:1]([O:5][C:6]([N:8]1[CH2:13][CH2:12][N:11]([CH:14]([C:17]2[CH:22]=[CH:21][CH:20]=[C:19]([C:23]([F:26])([F:25])[F:24])[CH:18]=2)[CH2:15][OH:16])[CH2:10][CH2:9]1)=[O:7])([CH3:4])([CH3:3])[CH3:2].[H-].[Na+].I[CH3:30].